From a dataset of Reaction yield outcomes from USPTO patents with 853,638 reactions. Predict the reaction yield, written as a fraction of the theoretical maximum amount of product (1.0 means a 100% yield; for example, 0.34 means a 34% yield). (1) No catalyst specified. The reactants are FC1C=CC=CC=1COC1C2C(=C(O)C=CC=2)N=C(C)C=1.ClC1C(CCl)=C(Cl)C=CC=1N(C)C(=O)CNC(=O)CC[C:39]1[CH:40]=[CH:41][C:42]([C:45]([NH:47][CH3:48])=[O:46])=[N:43][CH:44]=1. The product is [CH3:48][NH:47][C:45](=[O:46])[C:42]1[CH:41]=[CH:40][CH:39]=[CH:44][N:43]=1. The yield is 0.530. (2) No catalyst specified. The product is [CH3:23][C:24]1[N:25]=[C:26]([N:32]2[CH2:36][CH2:35][N:34]([CH2:37][C:38]3[CH:39]=[CH:40][C:41]([O:44][C:45]([F:46])([F:47])[F:48])=[CH:42][CH:43]=3)[C:33]2=[O:49])[S:27][C:28]=1[C:29]([NH:50][CH2:51][C:52]1[CH:53]=[N:54][CH:55]=[CH:56][CH:57]=1)=[O:31]. The yield is 0.770. The reactants are C(N1CCN(C2SC(C(O)=O)=C(C)N=2)C1=O)C1C=CC=CC=1.[CH3:23][C:24]1[N:25]=[C:26]([N:32]2[CH2:36][CH2:35][N:34]([CH2:37][C:38]3[CH:43]=[CH:42][C:41]([O:44][C:45]([F:48])([F:47])[F:46])=[CH:40][CH:39]=3)[C:33]2=[O:49])[S:27][C:28]=1[C:29]([OH:31])=O.[NH2:50][CH2:51][C:52]1[CH:53]=[N:54][CH:55]=[CH:56][CH:57]=1. (3) The reactants are [F:1][C:2]([F:18])([F:17])[C:3]1[CH:8]=[CH:7][C:6]([C:9]2[CH:10]=[C:11]([CH2:15][NH2:16])[CH:12]=[N:13][CH:14]=2)=[CH:5][CH:4]=1.[F:19][C:20]1[CH:25]=[CH:24][C:23]([S:26]([N:29]([CH2:33][C:34](O)=[O:35])[CH:30]([CH3:32])[CH3:31])(=[O:28])=[O:27])=[CH:22][CH:21]=1.CN(C(ON1N=NC2C=CC=NC1=2)=[N+](C)C)C.F[P-](F)(F)(F)(F)F.C(N(CC)C(C)C)(C)C.OS([O-])(=O)=O.[K+]. The catalyst is C(Cl)Cl. The product is [F:19][C:20]1[CH:21]=[CH:22][C:23]([S:26]([N:29]([CH:30]([CH3:32])[CH3:31])[CH2:33][C:34]([NH:16][CH2:15][C:11]2[CH:12]=[N:13][CH:14]=[C:9]([C:6]3[CH:5]=[CH:4][C:3]([C:2]([F:17])([F:1])[F:18])=[CH:8][CH:7]=3)[CH:10]=2)=[O:35])(=[O:27])=[O:28])=[CH:24][CH:25]=1. The yield is 0.550. (4) The reactants are [O:1]=[C:2]1[NH:7][N:6]=[C:5]([C:8](O)=O)[CH:4]=[CH:3]1.[Cl:11][C:12]1[CH:13]=[C:14]([NH2:19])[C:15]([NH2:18])=[CH:16][CH:17]=1.C([O-])(O)=O.[Na+]. The catalyst is O. The product is [Cl:11][C:12]1[CH:17]=[CH:16][C:15]2[N:18]=[C:8]([C:5]3[CH:4]=[CH:3][C:2](=[O:1])[NH:7][N:6]=3)[NH:19][C:14]=2[CH:13]=1. The yield is 0.170. (5) The reactants are BrC1SC2C(=NC=CC=2Cl)C=1.[Br:12][C:13]1[S:21][C:20]2[C:15](=[N:16][CH:17]=[CH:18][C:19]=2[O:22][C:23]2[CH:28]=[CH:27][C:26]([N+:29]([O-:31])=[O:30])=[CH:25][C:24]=2F)[CH:14]=1.[N+](C1C=CC(O)=CC=1)([O-])=O. No catalyst specified. The product is [Br:12][C:13]1[S:21][C:20]2[C:15](=[N:16][CH:17]=[CH:18][C:19]=2[O:22][C:23]2[CH:24]=[CH:25][C:26]([N+:29]([O-:31])=[O:30])=[CH:27][CH:28]=2)[CH:14]=1. The yield is 0.480. (6) The reactants are [OH:1][CH2:2][CH2:3][CH2:4][C:5]1[CH:10]=[CH:9][CH:8]=[CH:7][N:6]=1.Cl. The catalyst is O.[Pt](=O)=O.O. The product is [OH:1][CH2:2][CH2:3][CH2:4][CH:5]1[CH2:10][CH2:9][CH2:8][CH2:7][NH:6]1. The yield is 1.00.